This data is from HIV replication inhibition screening data with 41,000+ compounds from the AIDS Antiviral Screen. The task is: Binary Classification. Given a drug SMILES string, predict its activity (active/inactive) in a high-throughput screening assay against a specified biological target. (1) The molecule is CCSc1ccc2c3c(cccc13)C(=O)N(CCc1ccccn1)C2=O. The result is 0 (inactive). (2) The molecule is CC(=O)OC1COC(n2c(-c3ccc(Cl)cc3)cc(-c3ccccc3)c(C#N)c2=S)C(OC(C)=O)C1OC(C)=O. The result is 0 (inactive). (3) The compound is CC[N+](C)(CC)CCSC1=Nc2ccccc2N=C(c2ccc(Sc3ccccc3)cc2)C1. The result is 0 (inactive). (4) The drug is Cc1ccc(C=Nn2c(=O)[nH]c3ccccc3c2=O)cc1. The result is 0 (inactive). (5) The compound is O=C(O)CSCC(=O)Nc1ccc2cccc3c2c1CC3. The result is 0 (inactive).